From a dataset of Reaction yield outcomes from USPTO patents with 853,638 reactions. Predict the reaction yield, written as a fraction of the theoretical maximum amount of product (1.0 means a 100% yield; for example, 0.34 means a 34% yield). (1) The reactants are Cl[C:2]1[CH:7]=[C:6]([N:8]([CH3:34])[C:9]2[C:10]([CH:31]3[CH2:33][CH2:32]3)=[N:11][C:12]([N:17]3[CH2:22][CH2:21][N:20]([C:23](=[O:27])[CH2:24][CH2:25][OH:26])[C@H:19]([CH:28]4[CH2:30][CH2:29]4)[CH2:18]3)=[C:13]([CH:16]=2)[C:14]#[N:15])[CH:5]=[CH:4][N:3]=1.[K].[CH:36]([B-](F)(F)F)=[CH2:37].[H+].CCN(C(C)C)C(C)C. The catalyst is C(O)(C)C.O.C1C=CC(P(C2C=CC=CC=2)[C-]2C=CC=C2)=CC=1.C1C=CC(P(C2C=CC=CC=2)[C-]2C=CC=C2)=CC=1.Cl[Pd]Cl.[Fe+2]. The product is [CH:31]1([C:10]2[C:9]([N:8]([CH3:34])[C:6]3[CH:5]=[CH:4][N:3]=[C:2]([CH:36]=[CH2:37])[CH:7]=3)=[CH:16][C:13]([C:14]#[N:15])=[C:12]([N:17]3[CH2:22][CH2:21][N:20]([C:23](=[O:27])[CH2:24][CH2:25][OH:26])[C@H:19]([CH:28]4[CH2:30][CH2:29]4)[CH2:18]3)[N:11]=2)[CH2:33][CH2:32]1. The yield is 0.455. (2) The reactants are [CH3:1][CH:2]([CH2:6][CH3:7])[C:3](Cl)=[O:4].[CH3:8][C:9]([O-:12])([CH3:11])[CH3:10].[K+]. The catalyst is C1COCC1. The product is [CH3:1][CH:2]([CH2:6][CH3:7])[C:3]([O:12][C:9]([CH3:11])([CH3:10])[CH3:8])=[O:4]. The yield is 0.323. (3) The reactants are [C:1]([O:5][C:6]([NH:8][C@H:9]1[CH2:17][O:16][C:15](=[O:18])[C@H:14]([CH2:19][C:20]([OH:22])=[O:21])[C@@H:13]([O:23][C:24](=[O:28])[CH:25]([CH3:27])[CH3:26])[C@H:12]([CH3:29])[O:11][C:10]1=[O:30])=[O:7])([CH3:4])([CH3:3])[CH3:2].[C:31](O)([CH3:34])([CH3:33])[CH3:32].C(=NC(C)C)=NC(C)C. The catalyst is C(Cl)Cl.CN(C1C=CN=CC=1)C. The product is [C:24]([O:23][C@@H:13]1[C@@H:14]([CH2:19][C:20]([O:22][C:31]([CH3:34])([CH3:33])[CH3:32])=[O:21])[C:15](=[O:18])[O:16][CH2:17][C@H:9]([NH:8][C:6]([O:5][C:1]([CH3:2])([CH3:4])[CH3:3])=[O:7])[C:10](=[O:30])[O:11][C@H:12]1[CH3:29])(=[O:28])[CH:25]([CH3:26])[CH3:27]. The yield is 0.840. (4) The reactants are Cl[C:2]([O:4][CH2:5][CH:6]=[CH2:7])=[O:3].[NH2:8][C:9]1[CH:14]=[C:13]([O:15][Si:16]([CH:23]([CH3:25])[CH3:24])([CH:20]([CH3:22])[CH3:21])[CH:17]([CH3:19])[CH3:18])[C:12]([O:26][CH3:27])=[CH:11][C:10]=1[C:28]([N:30]1[CH:34]=[C:33](/[CH:35]=[CH:36]/[CH3:37])[CH2:32][C@H:31]1[CH2:38][O:39][Si:40]([C:43]([CH3:46])([CH3:45])[CH3:44])([CH3:42])[CH3:41])=[O:29].N1C=CC=CC=1. The catalyst is C(Cl)Cl. The product is [Si:40]([O:39][CH2:38][C@@H:31]1[CH2:32][C:33](/[CH:35]=[CH:36]/[CH3:37])=[CH:34][N:30]1[C:28]([C:10]1[CH:11]=[C:12]([O:26][CH3:27])[C:13]([O:15][Si:16]([CH:17]([CH3:19])[CH3:18])([CH:23]([CH3:25])[CH3:24])[CH:20]([CH3:21])[CH3:22])=[CH:14][C:9]=1[NH:8][C:2](=[O:3])[O:4][CH2:5][CH:6]=[CH2:7])=[O:29])([C:43]([CH3:44])([CH3:46])[CH3:45])([CH3:41])[CH3:42]. The yield is 1.00. (5) The reactants are [Br:1][C:2]1[CH:10]=[C:6]([C:7]([OH:9])=O)[C:5]([OH:11])=[CH:4][CH:3]=1.C[O:13][C:14](=[O:28])[CH2:15][C:16]1[S:20][C:19]([NH2:21])=[N:18][C:17]=1[C:22]1[CH:27]=[CH:26][CH:25]=[CH:24][CH:23]=1. No catalyst specified. The product is [Br:1][C:2]1[CH:3]=[CH:4][C:5]([OH:11])=[C:6]([CH:10]=1)[C:7]([NH:21][C:19]1[S:20][C:16]([CH2:15][C:14]([OH:28])=[O:13])=[C:17]([C:22]2[CH:27]=[CH:26][CH:25]=[CH:24][CH:23]=2)[N:18]=1)=[O:9]. The yield is 0.321. (6) The reactants are [C:1]([O:5][C:6]([N:8]1[CH2:13][CH2:12][CH:11]([C:14]([C:17]2[CH:22]=[CH:21][CH:20]=[C:19]([O:23][CH3:24])[C:18]=2F)=[N:15][OH:16])[CH2:10][CH2:9]1)=[O:7])([CH3:4])([CH3:3])[CH3:2].CC(C)([O-])C.[K+]. The catalyst is C1COCC1.C(OCC)(=O)C. The product is [C:1]([O:5][C:6]([N:8]1[CH2:13][CH2:12][CH:11]([C:14]2[C:17]3[CH:22]=[CH:21][CH:20]=[C:19]([O:23][CH3:24])[C:18]=3[O:16][N:15]=2)[CH2:10][CH2:9]1)=[O:7])([CH3:4])([CH3:3])[CH3:2]. The yield is 0.640. (7) The reactants are [NH2:1][C:2]([C:4]1[S:5][CH:6]=[CH:7][C:8]=1[NH:9][C:10]([C:12]1[CH:21]=[N:20][C:19]2[C:14](=[CH:15][CH:16]=[CH:17][CH:18]=2)[N:13]=1)=O)=[O:3].[OH-].[Na+]. The catalyst is C(O)C. The product is [N:13]1[C:14]2[C:19](=[CH:18][CH:17]=[CH:16][CH:15]=2)[N:20]=[CH:21][C:12]=1[C:10]1[N:1]=[C:2]([OH:3])[C:4]2[S:5][CH:6]=[CH:7][C:8]=2[N:9]=1. The yield is 0.770.